From a dataset of Catalyst prediction with 721,799 reactions and 888 catalyst types from USPTO. Predict which catalyst facilitates the given reaction. (1) Reactant: [C:1]([O:8]C)(=[O:7])[CH2:2][CH2:3][C:4]([O-:6])=[O:5].[CH3:10][O:11][C:12]1[CH:13]=[C:14]([CH2:19][C@@H:20]2[C@@H:25]([CH2:26][C:27]3[CH:28]=[CH:29][C:30]([OH:35])=[C:31]([O:33][CH3:34])[CH:32]=3)[C:23](=[O:24])[O:22][CH2:21]2)[CH:15]=[CH:16][C:17]=1[OH:18].N1C=CC=C[CH:37]=1. Product: [CH3:10][O:11][C:12]1[CH:13]=[C:14]([CH2:19][C@@H:20]2[C@@H:25]([CH2:26][C:27]3[CH:28]=[CH:29][C:30]([OH:35])=[C:31]([O:33][CH3:34])[CH:32]=3)[C:23](=[O:24])[O:22][CH2:21]2)[CH:15]=[CH:16][C:17]=1[OH:18].[CH3:37][CH:3]([CH2:2][C:1]([O-:8])=[O:7])[C:4]([O-:6])=[O:5]. The catalyst class is: 2. (2) Reactant: [C:1]([O:5][C:6]([N:8]1[CH2:13][CH2:12][N:11]([C:14]2[CH:19]=[CH:18][C:17]([NH:20][C:21]3[C:26]([C:27](=[O:29])[NH2:28])=[C:25](Cl)[N:24]=[C:23]([S:31][CH3:32])[N:22]=3)=[CH:16][C:15]=2[CH3:33])[CH2:10][CH2:9]1)=[O:7])([CH3:4])([CH3:3])[CH3:2].O.[NH2:35][NH2:36]. Product: [C:27]([C:26]1[C:21]([NH:20][C:17]2[CH:18]=[CH:19][C:14]([N:11]3[CH2:12][CH2:13][N:8]([C:6]([O:5][C:1]([CH3:4])([CH3:3])[CH3:2])=[O:7])[CH2:9][CH2:10]3)=[C:15]([CH3:33])[CH:16]=2)=[N:22][C:23]([S:31][CH3:32])=[N:24][C:25]=1[NH:35][NH2:36])(=[O:29])[NH2:28]. The catalyst class is: 12.